This data is from Full USPTO retrosynthesis dataset with 1.9M reactions from patents (1976-2016). The task is: Predict the reactants needed to synthesize the given product. Given the product [CH2:1]([O:4][C:5]1[C:6]([CH:11]([S:28][C:25]2[CH:26]=[CH:27][C:22]([Cl:21])=[CH:23][CH:24]=2)[C:13]2[CH:18]=[C:17]([F:19])[CH:16]=[CH:15][C:14]=2[F:20])=[N:7][CH:8]=[CH:9][CH:10]=1)[CH:2]=[CH2:3], predict the reactants needed to synthesize it. The reactants are: [CH2:1]([O:4][C:5]1[C:6]([CH:11]([C:13]2[CH:18]=[C:17]([F:19])[CH:16]=[CH:15][C:14]=2[F:20])O)=[N:7][CH:8]=[CH:9][CH:10]=1)[CH:2]=[CH2:3].[Cl:21][C:22]1[CH:27]=[CH:26][C:25]([SH:28])=[CH:24][CH:23]=1.C(=O)([O-])[O-].[K+].[K+].C(OCC)C.